Predict which catalyst facilitates the given reaction. From a dataset of Catalyst prediction with 721,799 reactions and 888 catalyst types from USPTO. (1) Reactant: [N:1]([CH2:4][C:5]1[CH:13]=[CH:12][C:8]([C:9]([OH:11])=[O:10])=[C:7]([Cl:14])[CH:6]=1)=[N+:2]=[N-:3].O[N:16]1[C:20](=[O:21])[CH2:19][CH2:18][C:17]1=[O:22].C1(N=C=NC2CCCCC2)CCCCC1. The catalyst class is: 7. Product: [N:1]([CH2:4][C:5]1[CH:13]=[CH:12][C:8]([C:9]([O:11][N:16]2[C:20](=[O:21])[CH2:19][CH2:18][C:17]2=[O:22])=[O:10])=[C:7]([Cl:14])[CH:6]=1)=[N+:2]=[N-:3]. (2) Reactant: [BrH:1].C(O)(=O)C.[CH3:6][C:7]1[CH:8]=[C:9]([C:13](=O)[CH2:14][S:15][C:16]#[N:17])[CH:10]=[CH:11][CH:12]=1.O. Product: [Br:1][C:16]1[S:15][CH:14]=[C:13]([C:9]2[CH:10]=[CH:11][CH:12]=[C:7]([CH3:6])[CH:8]=2)[N:17]=1. The catalyst class is: 15. (3) Reactant: [CH3:1][Si]([N-][Si](C)(C)C)(C)C.[Li+].O=[C:12]1[CH2:17][CH2:16][CH:15]([C:18]([O:20][CH2:21][CH3:22])=[O:19])[CH2:14][CH2:13]1. Product: [CH2:1]=[C:12]1[CH2:17][CH2:16][CH:15]([C:18]([O:20][CH2:21][CH3:22])=[O:19])[CH2:14][CH2:13]1. The catalyst class is: 307. (4) Reactant: C([O:8][C:9]1[CH:14]=[CH:13][C:12]([CH2:15][CH2:16][CH:17]([CH2:22][C:23]#[C:24][C:25]2[C:34]3[C:29](=[CH:30][CH:31]=[CH:32][CH:33]=3)[CH:28]=[CH:27][CH:26]=2)[C:18]([O:20][CH3:21])=[O:19])=[CH:11][CH:10]=1)C1C=CC=CC=1. Product: [OH:8][C:9]1[CH:10]=[CH:11][C:12]([CH2:15][CH2:16][CH:17]([CH2:22][CH2:23][CH2:24][C:25]2[C:34]3[C:29](=[CH:30][CH:31]=[CH:32][CH:33]=3)[CH:28]=[CH:27][CH:26]=2)[C:18]([O:20][CH3:21])=[O:19])=[CH:13][CH:14]=1. The catalyst class is: 19. (5) Reactant: [NH2:1][C:2]1[CH:7]=[CH:6][C:5]([N:8]2[C:16]([CH2:17][N:18]([CH3:20])[CH3:19])=[C:15]3[C:10]([N:11]([CH2:32][C:33]4[C:38]([F:39])=[CH:37][CH:36]=[CH:35][C:34]=4[F:40])[C:12](=[O:31])[N:13]([C:22]4[CH:27]=[CH:26][CH:25]=[C:24]([O:28][CH3:29])[C:23]=4[F:30])[C:14]3=[O:21])=[N:9]2)=[CH:4][CH:3]=1.C(N(CC)CC)C.Cl[C:49](Cl)([O:51]C(=O)OC(Cl)(Cl)Cl)Cl.[CH3:60][O:61][NH2:62].C(=O)(O)[O-].[Na+]. Product: [F:39][C:38]1[CH:37]=[CH:36][CH:35]=[C:34]([F:40])[C:33]=1[CH2:32][N:11]1[C:10]2=[N:9][N:8]([C:5]3[CH:6]=[CH:7][C:2]([NH:1][C:49]([NH:62][O:61][CH3:60])=[O:51])=[CH:3][CH:4]=3)[C:16]([CH2:17][N:18]([CH3:19])[CH3:20])=[C:15]2[C:14](=[O:21])[N:13]([C:22]2[CH:27]=[CH:26][CH:25]=[C:24]([O:28][CH3:29])[C:23]=2[F:30])[C:12]1=[O:31]. The catalyst class is: 4.